From a dataset of Catalyst prediction with 721,799 reactions and 888 catalyst types from USPTO. Predict which catalyst facilitates the given reaction. (1) The catalyst class is: 2. Product: [S:12]1[CH2:6][CH2:5][CH:4]=[C:3]([C:24]([O:27][CH3:28])=[O:26])[CH2:2]1. Reactant: N1[CH:6]=[CH:5][CH:4]=[CH:3][CH:2]=1.CS(Cl)(=O)=O.[S:12]([O-])(=O)(=O)C.C(N(CC)CC)C.[C:24]([O:27][CH2:28]C)(=[O:26])C. (2) Reactant: Br[C:2]1[C:11]2[C:6](=[CH:7][C:8]([O:14][CH3:15])=[C:9]([O:12][CH3:13])[CH:10]=2)[N:5]=[N:4][CH:3]=1.[F:16][C:17]1[CH:22]=[CH:21][C:20]([C:23]2([CH3:29])[O:28][CH2:27][CH2:26][NH:25][CH2:24]2)=[CH:19][CH:18]=1.CC1(C)C2C=CC=C(P(C3C=CC=CC=3)C3C=CC=CC=3)C=2OC2C1=CC=CC=2P(C1C=CC=CC=1)C1C=CC=CC=1.CC(C)([O-])C.[Na+].C1(C)C=CC=CC=1.CO. Product: [F:16][C:17]1[CH:18]=[CH:19][C:20]([C:23]2([CH3:29])[O:28][CH2:27][CH2:26][N:25]([C:2]3[C:11]4[C:6](=[CH:7][C:8]([O:14][CH3:15])=[C:9]([O:12][CH3:13])[CH:10]=4)[N:5]=[N:4][CH:3]=3)[CH2:24]2)=[CH:21][CH:22]=1. The catalyst class is: 110. (3) Reactant: Br[CH2:2][CH2:3][NH:4][C:5]([C:7]1[NH:8][C:9]2[C:14]([CH:15]=1)=[CH:13][CH:12]=[CH:11][C:10]=2[NH:16][S:17]([C:20]1[S:21][CH:22]=[CH:23][CH:24]=1)(=[O:19])=[O:18])=[O:6].[H-].[Na+].C(O)(=O)CC(CC(O)=O)(C(O)=O)O. Product: [O:6]1[CH2:2][CH2:3][N:4]=[C:5]1[C:7]1[NH:8][C:9]2[C:14]([CH:15]=1)=[CH:13][CH:12]=[CH:11][C:10]=2[NH:16][S:17]([C:20]1[S:21][CH:22]=[CH:23][CH:24]=1)(=[O:19])=[O:18]. The catalyst class is: 7. (4) Reactant: Cl.[Cl:2][C:3]1[CH:8]=[CH:7][C:6]([CH:9]2[CH2:14][CH:13]([C:15]([O:17][CH3:18])=[O:16])[CH2:12][CH2:11][NH:10]2)=[CH:5][C:4]=1[F:19].CCN(C(C)C)C(C)C.[C:29](Cl)(=[O:32])[O:30][CH3:31]. Product: [Cl:2][C:3]1[CH:8]=[CH:7][C:6]([CH:9]2[CH2:14][CH:13]([C:15]([O:17][CH3:18])=[O:16])[CH2:12][CH2:11][N:10]2[C:29]([O:30][CH3:31])=[O:32])=[CH:5][C:4]=1[F:19]. The catalyst class is: 2. (5) Reactant: [Cl:1][C:2]1[CH:3]=[CH:4][C:5]([O:25][CH3:26])=[C:6]([C:8]2[C:12]([NH:13][C:14]([C:16]3[CH:17]=[N:18][N:19]4[CH:24]=[CH:23][CH:22]=[N:21][C:20]=34)=[O:15])=[CH:11][NH:10][N:9]=2)[CH:7]=1.[C:27]([O:31][C:32](=[O:35])[CH2:33]Br)([CH3:30])([CH3:29])[CH3:28].C(=O)([O-])[O-].[Cs+].[Cs+].C(=O)([O-])[O-]. Product: [Cl:1][C:2]1[CH:3]=[CH:4][C:5]([O:25][CH3:26])=[C:6]([C:8]2[C:12]([NH:13][C:14]([C:16]3[CH:17]=[N:18][N:19]4[CH:24]=[CH:23][CH:22]=[N:21][C:20]=34)=[O:15])=[CH:11][N:10]([CH2:33][C:32]([O:31][C:27]([CH3:30])([CH3:29])[CH3:28])=[O:35])[N:9]=2)[CH:7]=1. The catalyst class is: 161. (6) Reactant: [F:1][C:2]1[CH:3]=[C:4]2[C:8](=[CH:9][C:10]=1F)[NH:7][C:6](=[O:12])[C:5]2=[O:13].[CH3:14][N:15]1[CH2:20][CH2:19][NH:18][CH2:17][CH2:16]1. Product: [F:1][C:2]1[CH:3]=[C:4]2[C:8](=[CH:9][C:10]=1[N:18]1[CH2:19][CH2:20][N:15]([CH3:14])[CH2:16][CH2:17]1)[NH:7][C:6](=[O:12])[C:5]2=[O:13]. The catalyst class is: 148.